Regression. Given two drug SMILES strings and cell line genomic features, predict the synergy score measuring deviation from expected non-interaction effect. From a dataset of NCI-60 drug combinations with 297,098 pairs across 59 cell lines. (1) Drug 1: C1CC(=O)NC(=O)C1N2CC3=C(C2=O)C=CC=C3N. Drug 2: CCC1(CC2CC(C3=C(CCN(C2)C1)C4=CC=CC=C4N3)(C5=C(C=C6C(=C5)C78CCN9C7C(C=CC9)(C(C(C8N6C)(C(=O)OC)O)OC(=O)C)CC)OC)C(=O)OC)O.OS(=O)(=O)O. Cell line: A549. Synergy scores: CSS=15.9, Synergy_ZIP=-5.25, Synergy_Bliss=0.829, Synergy_Loewe=1.08, Synergy_HSA=1.17. (2) Drug 1: C1=CC(=CC=C1CCC2=CNC3=C2C(=O)NC(=N3)N)C(=O)NC(CCC(=O)O)C(=O)O. Drug 2: CC1=C(C(=CC=C1)Cl)NC(=O)C2=CN=C(S2)NC3=CC(=NC(=N3)C)N4CCN(CC4)CCO. Cell line: SN12C. Synergy scores: CSS=30.0, Synergy_ZIP=-11.7, Synergy_Bliss=-8.82, Synergy_Loewe=-4.75, Synergy_HSA=-3.53.